From a dataset of Full USPTO retrosynthesis dataset with 1.9M reactions from patents (1976-2016). Predict the reactants needed to synthesize the given product. (1) Given the product [CH2:1]([C@@H:4]1[C@:9]([O:36][C:37]2[CH:41]=[C:40]([C:42]([F:45])([F:43])[F:44])[S:39][CH:38]=2)([C:10]([N:12]2[CH2:17][CH2:16][CH:15]([C:18]3[CH:23]=[CH:22][CH:21]=[CH:20][C:19]=3[S:24]([NH:27][CH2:28][CH2:29][CH2:30][C:31]([OH:33])=[O:32])(=[O:25])=[O:26])[CH2:14][CH2:13]2)=[O:11])[CH2:8][CH2:7][CH2:6][N:5]1[C:46](=[O:57])[C:47]1[C:52]([C:53]([F:54])([F:56])[F:55])=[CH:51][CH:50]=[CH:49][N:48]=1)[CH2:2][CH3:3], predict the reactants needed to synthesize it. The reactants are: [CH2:1]([C@@H:4]1[C@:9]([O:36][C:37]2[CH:41]=[C:40]([C:42]([F:45])([F:44])[F:43])[S:39][CH:38]=2)([C:10]([N:12]2[CH2:17][CH2:16][CH:15]([C:18]3[CH:23]=[CH:22][CH:21]=[CH:20][C:19]=3[S:24]([NH:27][CH2:28][CH2:29][CH2:30][C:31]([O:33]CC)=[O:32])(=[O:26])=[O:25])[CH2:14][CH2:13]2)=[O:11])[CH2:8][CH2:7][CH2:6][N:5]1[C:46](=[O:57])[C:47]1[C:52]([C:53]([F:56])([F:55])[F:54])=[CH:51][CH:50]=[CH:49][N:48]=1)[CH2:2][CH3:3]. (2) Given the product [Cl:18][C:17]1[CH:16]=[CH:15][CH:14]=[C:13]([Cl:19])[C:12]=1[C:11]([NH:10][C:9]1[C:5]([C:3]([OH:4])=[O:2])=[N:6][NH:7][CH:8]=1)=[O:20], predict the reactants needed to synthesize it. The reactants are: C[O:2][C:3]([C:5]1[C:9]([NH:10][C:11](=[O:20])[C:12]2[C:17]([Cl:18])=[CH:16][CH:15]=[CH:14][C:13]=2[Cl:19])=[CH:8][NH:7][N:6]=1)=[O:4].[OH-].[Na+]. (3) Given the product [CH:22]1[CH:21]=[CH:20][C:19]2[S:15][N:16]=[C:17]([N:24]3[CH2:25][CH2:26][N:27]([CH2:2][CH2:3][C:4]4[CH:5]=[C:6]5[CH2:7][C:8](=[O:14])[NH:9][C:10]5=[CH:11][C:12]=4[Cl:13])[CH2:28][CH2:29]3)[C:18]=2[CH:23]=1, predict the reactants needed to synthesize it. The reactants are: Cl[CH2:2][CH2:3][C:4]1[CH:5]=[C:6]2[C:10](=[CH:11][C:12]=1[Cl:13])[NH:9][C:8](=[O:14])[CH2:7]2.[S:15]1[C:19]2[CH:20]=[CH:21][CH:22]=[CH:23][C:18]=2[C:17]([N:24]2[CH2:29][CH2:28][NH:27][CH2:26][CH2:25]2)=[N:16]1.